Dataset: Catalyst prediction with 721,799 reactions and 888 catalyst types from USPTO. Task: Predict which catalyst facilitates the given reaction. (1) Reactant: [CH3:1][O:2][C:3]([C:5]1[CH:6]=[C:7]2[C:11](=[CH:12][CH:13]=1)[NH:10][N:9]=[C:8]2[I:14])=[O:4].[CH3:15]C([O-])(C)C.[K+].IC. Product: [CH3:1][O:2][C:3]([C:5]1[CH:6]=[C:7]2[C:11](=[CH:12][CH:13]=1)[N:10]([CH3:15])[N:9]=[C:8]2[I:14])=[O:4]. The catalyst class is: 1. (2) Product: [F:1][C:2]([F:17])([F:16])[C:3]1[CH:4]=[C:5]([C:6]2[N:7]=[CH:21][NH:20][N:19]=2)[CH:9]=[C:10]([C:12]([F:15])([F:14])[F:13])[CH:11]=1. The catalyst class is: 3. Reactant: [F:1][C:2]([F:17])([F:16])[C:3]1[CH:4]=[C:5]([CH:9]=[C:10]([C:12]([F:15])([F:14])[F:13])[CH:11]=1)[C:6](=S)[NH2:7].O.[NH2:19][NH2:20].[CH:21](O)=O.C(=O)(O)[O-].[Na+]. (3) Reactant: [C:1]([C:5]1[CH:9]=[C:8]([NH2:10])[N:7]([C:11]2[CH:12]=[N:13][N:14]([CH2:16][CH2:17][CH2:18][O:19][CH:20]3[CH2:25][CH2:24][CH2:23][CH2:22][O:21]3)[CH:15]=2)[N:6]=1)([CH3:4])([CH3:3])[CH3:2].[OH-].[Na+].Cl[C:29]([O:31][CH2:32][C:33]([Cl:36])([Cl:35])[Cl:34])=[O:30]. Product: [Cl:34][C:33]([Cl:36])([Cl:35])[CH2:32][O:31][C:29](=[O:30])[NH:10][C:8]1[N:7]([C:11]2[CH:12]=[N:13][N:14]([CH2:16][CH2:17][CH2:18][O:19][CH:20]3[CH2:25][CH2:24][CH2:23][CH2:22][O:21]3)[CH:15]=2)[N:6]=[C:5]([C:1]([CH3:4])([CH3:2])[CH3:3])[CH:9]=1. The catalyst class is: 238.